Dataset: Full USPTO retrosynthesis dataset with 1.9M reactions from patents (1976-2016). Task: Predict the reactants needed to synthesize the given product. (1) Given the product [CH:24]1([NH:30][C:14]2[C:15]3[C:16](=[CH:18][CH:19]=[CH:20][CH:21]=3)[N:17]=[C:11]([C:1]3[C:10]4[C:5](=[CH:6][CH:7]=[CH:8][CH:9]=4)[CH:4]=[CH:3][N:2]=3)[N:23]=2)[CH2:29][CH2:28][CH2:27][CH2:26][CH2:25]1, predict the reactants needed to synthesize it. The reactants are: [C:1]1([C:11](O)=O)[C:10]2[C:5](=[CH:6][CH:7]=[CH:8][CH:9]=2)[CH:4]=[CH:3][N:2]=1.[C:14]([NH2:23])(=O)[C:15]1[C:16](=[CH:18][CH:19]=[CH:20][CH:21]=1)[NH2:17].[CH:24]1([NH2:30])[CH2:29][CH2:28][CH2:27][CH2:26][CH2:25]1. (2) The reactants are: [O:1]1[CH2:6][CH2:5][N:4]([CH2:7][CH2:8][O:9][C:10]2[CH:15]=[CH:14][C:13]([C:16]3[CH:17]=[CH:18][C:19]([CH2:22][C:23]#N)=[N:20][CH:21]=3)=[CH:12][CH:11]=2)[CH2:3][CH2:2]1.OS(O)(=O)=O.[C:30](=O)(O)[O-:31].[Na+].C(=O)(O)[O-:36].[Na+].ClCCl. Given the product [O:1]1[CH2:6][CH2:5][N:4]([CH2:7][CH2:8][O:9][C:10]2[CH:15]=[CH:14][C:13]([C:16]3[CH:17]=[CH:18][C:19]([CH2:22][C:23]([O:31][CH3:30])=[O:36])=[N:20][CH:21]=3)=[CH:12][CH:11]=2)[CH2:3][CH2:2]1, predict the reactants needed to synthesize it.